This data is from Reaction yield outcomes from USPTO patents with 853,638 reactions. The task is: Predict the reaction yield, written as a fraction of the theoretical maximum amount of product (1.0 means a 100% yield; for example, 0.34 means a 34% yield). (1) The catalyst is C(COC)OC.ClCCl.C1C=CC(P(C2C=CC=CC=2)[C-]2C=CC=C2)=CC=1.C1C=CC(P(C2C=CC=CC=2)[C-]2C=CC=C2)=CC=1.Cl[Pd]Cl.[Fe+2]. The product is [OH:19][C:20]1[CH:25]=[C:24]([C:2]2[C:10]3[C:5](=[CH:6][CH:7]=[C:8]([C:11]#[N:12])[CH:9]=3)[N:4]([CH:13]3[CH2:18][CH2:17][CH2:16][CH2:15][O:14]3)[N:3]=2)[CH:23]=[CH:22][CH:21]=1. The yield is 0.850. The reactants are Br[C:2]1[C:10]2[C:5](=[CH:6][CH:7]=[C:8]([C:11]#[N:12])[CH:9]=2)[N:4]([CH:13]2[CH2:18][CH2:17][CH2:16][CH2:15][O:14]2)[N:3]=1.[OH:19][C:20]1[CH:21]=[C:22](B(O)O)[CH:23]=[CH:24][CH:25]=1.P([O-])([O-])([O-])=O.[K+].[K+].[K+]. (2) The reactants are [C:1](Cl)(=[O:7])[CH2:2][CH2:3][CH2:4][CH2:5][CH3:6].[F:9][C:10]([F:39])([F:38])[C:11]1[CH:37]=[CH:36][C:14]([CH2:15][O:16][C:17]2[CH:18]=[C:19]([CH:33]=[CH:34][CH:35]=2)[C:20]([NH:22][C:23]2[CH:28]=[CH:27][CH:26]=[CH:25][C:24]=2[S:29](=[O:32])(=[O:31])[NH2:30])=[O:21])=[CH:13][CH:12]=1. The catalyst is CN(C)C1C=CN=CC=1.O1CCCC1. The product is [F:39][C:10]([F:9])([F:38])[C:11]1[CH:12]=[CH:13][C:14]([CH2:15][O:16][C:17]2[CH:18]=[C:19]([CH:33]=[CH:34][CH:35]=2)[C:20]([NH:22][C:23]2[CH:28]=[CH:27][CH:26]=[CH:25][C:24]=2[S:29]([NH:30][C:1](=[O:7])[CH2:2][CH2:3][CH2:4][CH2:5][CH3:6])(=[O:31])=[O:32])=[O:21])=[CH:36][CH:37]=1. The yield is 0.800. (3) The reactants are [CH3:13][C:12]([O:11][C:9](O[C:9]([O:11][C:12]([CH3:15])([CH3:14])[CH3:13])=[O:10])=[O:10])([CH3:15])[CH3:14].[CH3:16][O:17][C:18](=[O:31])[CH2:19][CH:20]1[CH2:25][NH:24][C:23]2[CH:26]=[C:27]([Cl:30])[CH:28]=[CH:29][C:22]=2[O:21]1. The catalyst is CN(C1C=CN=CC=1)C.C1COCC1. The product is [C:12]([O:11][C:9]([N:24]1[C:23]2[CH:26]=[C:27]([Cl:30])[CH:28]=[CH:29][C:22]=2[O:21][CH:20]([CH2:19][C:18]([O:17][CH3:16])=[O:31])[CH2:25]1)=[O:10])([CH3:13])([CH3:14])[CH3:15]. The yield is 0.750.